This data is from Full USPTO retrosynthesis dataset with 1.9M reactions from patents (1976-2016). The task is: Predict the reactants needed to synthesize the given product. The reactants are: C[O:2][C:3](=[O:28])[C:4]1[CH:9]=[CH:8][C:7]([NH:10][C:11](=[O:27])[C@@H:12]([C:19]2[CH:24]=[CH:23][C:22]([Cl:25])=[C:21]([Cl:26])[CH:20]=2)[CH2:13][CH:14]2[CH2:18][CH2:17][CH2:16][CH2:15]2)=[N:6][CH:5]=1.Cl. Given the product [CH:14]1([CH2:13][C@H:12]([C:19]2[CH:24]=[CH:23][C:22]([Cl:25])=[C:21]([Cl:26])[CH:20]=2)[C:11]([NH:10][C:7]2[CH:8]=[CH:9][C:4]([C:3]([OH:28])=[O:2])=[CH:5][N:6]=2)=[O:27])[CH2:18][CH2:17][CH2:16][CH2:15]1, predict the reactants needed to synthesize it.